Regression. Given a peptide amino acid sequence and an MHC pseudo amino acid sequence, predict their binding affinity value. This is MHC class I binding data. From a dataset of Peptide-MHC class I binding affinity with 185,985 pairs from IEDB/IMGT. (1) The peptide sequence is RQFPKAFEF. The MHC is Mamu-B52 with pseudo-sequence Mamu-B52. The binding affinity (normalized) is 0.875. (2) The peptide sequence is VQSVLRDISI. The MHC is HLA-A29:02 with pseudo-sequence HLA-A29:02. The binding affinity (normalized) is 0. (3) The peptide sequence is KIRLRPGGK. The MHC is HLA-A33:01 with pseudo-sequence HLA-A33:01. The binding affinity (normalized) is 0. (4) The peptide sequence is AIMATIQRK. The MHC is HLA-A31:01 with pseudo-sequence HLA-A31:01. The binding affinity (normalized) is 0.384. (5) The peptide sequence is CFMYSDFHF. The MHC is HLA-B08:03 with pseudo-sequence HLA-B08:03. The binding affinity (normalized) is 0.0847.